The task is: Predict the reaction yield, written as a fraction of the theoretical maximum amount of product (1.0 means a 100% yield; for example, 0.34 means a 34% yield).. This data is from Reaction yield outcomes from USPTO patents with 853,638 reactions. (1) The reactants are [Cl:1][C:2]1[C:3]2[N:4]([C:15](=[O:18])[NH:16][N:17]=2)[N:5]=[CH:6][C:7]=1[C:8]1[CH:13]=[CH:12][C:11]([Cl:14])=[CH:10][CH:9]=1.C([O-])([O-])=O.[K+].[K+].Br[CH2:26][C:27]1[CH:32]=[CH:31][C:30]([C:33]2[O:37][N:36]=[CH:35][CH:34]=2)=[CH:29][CH:28]=1. The catalyst is CN(C=O)C.O. The product is [O:37]1[C:33]([C:30]2[CH:31]=[CH:32][C:27]([CH2:26][N:16]3[C:15](=[O:18])[N:4]4[N:5]=[CH:6][C:7]([C:8]5[CH:13]=[CH:12][C:11]([Cl:14])=[CH:10][CH:9]=5)=[C:2]([Cl:1])[C:3]4=[N:17]3)=[CH:28][CH:29]=2)=[CH:34][CH:35]=[N:36]1. The yield is 0.960. (2) The reactants are [CH3:1][O:2][C:3]1[CH:8]=[CH:7][CH:6]=[C:5]([O:9][CH2:10][C:11]2[CH:16]=[CH:15][C:14]([O:17][CH3:18])=[CH:13][CH:12]=2)[C:4]=1[C:19](=O)/[CH:20]=[C:21](\[NH:24][C:25]1[N:26]=[CH:27][C:28]([C:31]#[N:32])=[N:29][CH:30]=1)/SC.O.[NH2:35][NH2:36].C(O)(=O)C. The catalyst is C(O)C. The product is [CH3:1][O:2][C:3]1[CH:8]=[CH:7][CH:6]=[C:5]([O:9][CH2:10][C:11]2[CH:16]=[CH:15][C:14]([O:17][CH3:18])=[CH:13][CH:12]=2)[C:4]=1[C:19]1[NH:36][N:35]=[C:21]([NH:24][C:25]2[N:26]=[CH:27][C:28]([C:31]#[N:32])=[N:29][CH:30]=2)[CH:20]=1. The yield is 0.870. (3) The reactants are [CH2:1]([O:8][C@@H:9]1[C@@H:21]([O:22][CH2:23][C:24]2[CH:29]=[CH:28][CH:27]=[CH:26][CH:25]=2)[C@H:20](O)[C@@H:19]([CH2:31][O:32]C(C2C=CC=CC=2)(C2C=CC=CC=2)C2C=CC=CC=2)[O:18][C@H:10]1[S:11][C:12]1[CH:17]=[CH:16][CH:15]=[CH:14][CH:13]=1)[C:2]1[CH:7]=[CH:6][CH:5]=[CH:4][CH:3]=1.[Cl:52][CH2:53][C:54](Cl)=[O:55].CC1C=CC(S(O)(=O)=[O:65])=CC=1.C(N(CC)CC)C. The catalyst is C(Cl)Cl.N1C=CC=CC=1.CO. The yield is 0.880. The product is [Cl:52][CH2:53][C:54]([O:55][C@@H:20]1[C@@H:19]([CH2:31][OH:32])[O:18][C@@H:10]([S:11][C:12]2[CH:13]=[CH:14][CH:15]=[CH:16][CH:17]=2)[C@H:9]([O:8][CH2:1][C:2]2[CH:3]=[CH:4][CH:5]=[CH:6][CH:7]=2)[C@H:21]1[O:22][CH2:23][C:24]1[CH:25]=[CH:26][CH:27]=[CH:28][CH:29]=1)=[O:65]. (4) The reactants are [H-].[Na+].CN(C=O)C.[F:8][C:9]1[CH:14]=[C:13]([F:15])[CH:12]=[CH:11][C:10]=1[C:16]1[C:20]([C:21]2[CH:22]=[CH:23][C:24]3[N:25]([C:27]([CH:30]([CH3:32])[CH3:31])=[N:28][N:29]=3)[N:26]=2)=[CH:19][NH:18][N:17]=1.S(O[CH:44]1[CH2:48][CH2:47][N:46]([C:49]([O:51][C:52]([CH3:55])([CH3:54])[CH3:53])=[O:50])[CH2:45]1)(C1C=CC(C)=CC=1)(=O)=O. The catalyst is C(Cl)Cl. The product is [F:8][C:9]1[CH:14]=[C:13]([F:15])[CH:12]=[CH:11][C:10]=1[C:16]1[C:20]([C:21]2[CH:22]=[CH:23][C:24]3[N:25]([C:27]([CH:30]([CH3:32])[CH3:31])=[N:28][N:29]=3)[N:26]=2)=[CH:19][N:18]([CH:48]2[CH2:44][CH2:45][N:46]([C:49]([O:51][C:52]([CH3:55])([CH3:54])[CH3:53])=[O:50])[CH2:47]2)[N:17]=1. The yield is 0.600.